From a dataset of Reaction yield outcomes from USPTO patents with 853,638 reactions. Predict the reaction yield, written as a fraction of the theoretical maximum amount of product (1.0 means a 100% yield; for example, 0.34 means a 34% yield). (1) The reactants are [C:1]1([S:7]([N:10]2[C:18]3[C:13](=[C:14]([NH:19][C:20](=[O:23])[CH2:21]Br)[CH:15]=[CH:16][CH:17]=3)[CH:12]=[CH:11]2)(=[O:9])=[O:8])[CH:6]=[CH:5][CH:4]=[CH:3][CH:2]=1.[CH2:24]([CH2:26][NH2:27])[OH:25]. The catalyst is CCO. The product is [C:1]1([S:7]([N:10]2[C:18]3[C:13](=[C:14]([NH:19][C:20](=[O:23])[CH2:21][NH:27][CH2:26][CH2:24][OH:25])[CH:15]=[CH:16][CH:17]=3)[CH:12]=[CH:11]2)(=[O:9])=[O:8])[CH:6]=[CH:5][CH:4]=[CH:3][CH:2]=1. The yield is 0.700. (2) The reactants are F[C:2]1[CH:3]=[CH:4][C:5]([N+:18]([O-:20])=[O:19])=[C:6]([NH:8][S:9]([C:12]2[CH:17]=[CH:16][CH:15]=[CH:14][CH:13]=2)(=[O:11])=[O:10])[CH:7]=1.[CH3:21][N:22]1[CH2:27][CH2:26][NH:25][CH2:24][CH2:23]1.[OH-].[Na+]. No catalyst specified. The product is [CH3:21][N:22]1[CH2:27][CH2:26][N:25]([C:2]2[CH:3]=[CH:4][C:5]([N+:18]([O-:20])=[O:19])=[C:6]([NH:8][S:9]([C:12]3[CH:17]=[CH:16][CH:15]=[CH:14][CH:13]=3)(=[O:11])=[O:10])[CH:7]=2)[CH2:24][CH2:23]1. The yield is 0.780. (3) The reactants are S(=O)(=O)(O)[OH:2].[F:6][C:7]([F:22])([F:21])[C:8]1[CH:13]=[CH:12][C:11]([NH:14][C@H:15]([CH2:19][CH3:20])[CH2:16][C:17]#[N:18])=[CH:10][CH:9]=1. The catalyst is C1(C)C=CC=CC=1. The product is [F:6][C:7]([F:21])([F:22])[C:8]1[CH:9]=[CH:10][C:11]([NH:14][C@H:15]([CH2:19][CH3:20])[CH2:16][C:17]([NH2:18])=[O:2])=[CH:12][CH:13]=1. The yield is 0.750. (4) The yield is 0.150. No catalyst specified. The product is [F:22][C:19]1[CH:18]=[CH:17][C:16]([C:10]2[C:9]3[C:13](=[CH:14][CH:15]=[C:7]([C:5]4[NH:6][C:23]([C:24]5[CH:29]=[CH:28][N:27]=[CH:26][CH:25]=5)=[N:31][N:32]=4)[CH:8]=3)[NH:12][N:11]=2)=[CH:21][CH:20]=1. The reactants are Cl.C(O[C:5]([C:7]1[CH:8]=[C:9]2[C:13](=[CH:14][CH:15]=1)[NH:12][N:11]=[C:10]2[C:16]1[CH:21]=[CH:20][C:19]([F:22])=[CH:18][CH:17]=1)=[NH:6])C.[C:23]([NH:31][NH2:32])(=O)[C:24]1[CH:29]=[CH:28][N:27]=[CH:26][CH:25]=1. (5) The reactants are [Cl:1][C:2]1[CH:7]=[CH:6][C:5]([NH:8]C(=O)C(C)(C)C)=[CH:4][CH:3]=1.C([Li])CCC.[F:20][C:21]([F:31])([F:30])[C:22](N1CCOCC1)=[O:23]. The catalyst is C1COCC1. The product is [NH2:8][C:5]1[CH:4]=[CH:3][C:2]([Cl:1])=[CH:7][C:6]=1[C:22](=[O:23])[C:21]([F:31])([F:30])[F:20]. The yield is 0.820. (6) The reactants are [S:1]1[C:5]2[CH:6]=[CH:7][CH:8]=[CH:9][C:4]=2[N:3]=[C:2]1[NH:10][NH2:11].C([O:14][C:15](=O)[CH2:16][C:17]([C:19]1[CH:24]=[CH:23][CH:22]=[C:21]([Cl:25])[CH:20]=1)=O)C. The catalyst is C(O)C. The product is [S:1]1[C:5]2[CH:6]=[CH:7][CH:8]=[CH:9][C:4]=2[N:3]=[C:2]1[N:10]1[C:15](=[O:14])[CH:16]=[C:17]([C:19]2[CH:24]=[CH:23][CH:22]=[C:21]([Cl:25])[CH:20]=2)[NH:11]1. The yield is 0.910. (7) The reactants are [Br:1][C:2]1[CH:3]=[C:4](F)[C:5]([N+:13]([O-:15])=[O:14])=[C:6]([N:8]2[CH:12]=[CH:11][CH:10]=[N:9]2)[CH:7]=1.[NH3:17]. The catalyst is C(O)C.CO. The product is [Br:1][C:2]1[CH:7]=[C:6]([N:8]2[CH:12]=[CH:11][CH:10]=[N:9]2)[C:5]([N+:13]([O-:15])=[O:14])=[C:4]([NH2:17])[CH:3]=1. The yield is 0.860. (8) The reactants are [CH3:1][C:2]1[CH:11]=[CH:10][CH:9]=[C:8]2[C:3]=1[C:4](=[O:40])[N:5]([C:32]1[CH:33]=[C:34]([CH:37]=[CH:38][CH:39]=1)[C:35]#[N:36])[C:6]([CH:12]([NH:14][C:15]1[N:23]=[CH:22][N:21]=[C:20]3[C:16]=1[N:17]=[CH:18][N:19]3[CH2:24][O:25][CH2:26][CH2:27][Si:28]([CH3:31])([CH3:30])[CH3:29])[CH3:13])=[N:7]2.C(N(CC)[OH:44])C. The catalyst is C(Cl)Cl. The product is [CH3:1][C:2]1[CH:11]=[CH:10][CH:9]=[C:8]2[C:3]=1[C:4](=[O:40])[N:5]([C:32]1[CH:33]=[C:34]([CH:37]=[CH:38][CH:39]=1)[C:35]([NH2:36])=[O:44])[C:6]([CH:12]([NH:14][C:15]1[N:23]=[CH:22][N:21]=[C:20]3[C:16]=1[N:17]=[CH:18][N:19]3[CH2:24][O:25][CH2:26][CH2:27][Si:28]([CH3:29])([CH3:30])[CH3:31])[CH3:13])=[N:7]2. The yield is 0.970. (9) The catalyst is CN(C=O)C. The product is [CH3:29][O:30][C:31](=[O:32])[NH:33][CH:34]([C:35]([N:8]1[CH2:12][CH2:11][CH2:10][CH:9]1[C:13]1[NH:14][C:15]([C:18]2[CH:27]=[CH:26][C:25]3[C:20](=[CH:21][CH:22]=[C:23]([Br:28])[CH:24]=3)[CH:19]=2)=[CH:16][N:17]=1)=[O:36])[CH:38]([CH3:40])[CH3:39]. The reactants are C(OC([N:8]1[CH2:12][CH2:11][CH2:10][CH:9]1[C:13]1[NH:14][C:15]([C:18]2[CH:27]=[CH:26][C:25]3[C:20](=[CH:21][CH:22]=[C:23]([Br:28])[CH:24]=3)[CH:19]=2)=[CH:16][N:17]=1)=O)(C)(C)C.[CH3:29][O:30][C:31]([NH:33][CH:34]([CH:38]([CH3:40])[CH3:39])[C:35](O)=[O:36])=[O:32].CN(C(ON1N=NC2C=CC=NC1=2)=[N+](C)C)C.F[P-](F)(F)(F)(F)F.CN1CCOCC1. The yield is 0.720. (10) The reactants are [F:1][C:2]1[CH:3]=[C:4]([NH:24][C:25](=[O:37])[CH2:26]C(NC2C=CC(F)=CC=2)=O)[CH:5]=[CH:6][C:7]=1[O:8][C:9]1[CH:14]=[CH:13][N:12]=[C:11]([NH:15]CCN2CCOCC2)C=1.[CH2:38]([O:45][C:46]1[CH:52]=[CH:51][C:49]([NH2:50])=[CH:48][CH:47]=1)[C:39]1[CH:44]=[CH:43][CH:42]=[CH:41][CH:40]=1.COCCOCCOC. The catalyst is O. The product is [CH2:38]([O:45][C:46]1[CH:47]=[CH:48][C:49]([NH:50][C:13]2[N:12]=[CH:11][N:15]=[C:9]([O:8][C:7]3[CH:6]=[CH:5][C:4]([NH:24][C:25](=[O:37])[CH3:26])=[CH:3][C:2]=3[F:1])[CH:14]=2)=[CH:51][CH:52]=1)[C:39]1[CH:40]=[CH:41][CH:42]=[CH:43][CH:44]=1. The yield is 0.220.